The task is: Regression. Given two drug SMILES strings and cell line genomic features, predict the synergy score measuring deviation from expected non-interaction effect.. This data is from NCI-60 drug combinations with 297,098 pairs across 59 cell lines. (1) Drug 1: C1=NC2=C(N=C(N=C2N1C3C(C(C(O3)CO)O)O)F)N. Drug 2: C1C(C(OC1N2C=NC3=C2NC=NCC3O)CO)O. Cell line: ACHN. Synergy scores: CSS=4.86, Synergy_ZIP=-1.54, Synergy_Bliss=0.170, Synergy_Loewe=-1.23, Synergy_HSA=-0.264. (2) Drug 1: CN1C(=O)N2C=NC(=C2N=N1)C(=O)N. Drug 2: CCC1=C2CN3C(=CC4=C(C3=O)COC(=O)C4(CC)O)C2=NC5=C1C=C(C=C5)O. Cell line: KM12. Synergy scores: CSS=15.0, Synergy_ZIP=-10.6, Synergy_Bliss=-8.05, Synergy_Loewe=-24.7, Synergy_HSA=-5.57. (3) Drug 1: C1C(C(OC1N2C=NC3=C(N=C(N=C32)Cl)N)CO)O. Drug 2: CC1=C(C=C(C=C1)C(=O)NC2=CC(=CC(=C2)C(F)(F)F)N3C=C(N=C3)C)NC4=NC=CC(=N4)C5=CN=CC=C5. Cell line: SN12C. Synergy scores: CSS=40.4, Synergy_ZIP=0.965, Synergy_Bliss=1.76, Synergy_Loewe=-23.9, Synergy_HSA=-0.196. (4) Drug 1: CC1C(C(=O)NC(C(=O)N2CCCC2C(=O)N(CC(=O)N(C(C(=O)O1)C(C)C)C)C)C(C)C)NC(=O)C3=C4C(=C(C=C3)C)OC5=C(C(=O)C(=C(C5=N4)C(=O)NC6C(OC(=O)C(N(C(=O)CN(C(=O)C7CCCN7C(=O)C(NC6=O)C(C)C)C)C)C(C)C)C)N)C. Drug 2: C1CN1P(=S)(N2CC2)N3CC3. Cell line: PC-3. Synergy scores: CSS=12.3, Synergy_ZIP=1.35, Synergy_Bliss=6.51, Synergy_Loewe=7.27, Synergy_HSA=7.12. (5) Drug 1: CC1=C(C=C(C=C1)NC2=NC=CC(=N2)N(C)C3=CC4=NN(C(=C4C=C3)C)C)S(=O)(=O)N.Cl. Drug 2: C1C(C(OC1N2C=NC(=NC2=O)N)CO)O. Cell line: KM12. Synergy scores: CSS=9.40, Synergy_ZIP=-2.22, Synergy_Bliss=1.42, Synergy_Loewe=-0.130, Synergy_HSA=2.70.